This data is from Catalyst prediction with 721,799 reactions and 888 catalyst types from USPTO. The task is: Predict which catalyst facilitates the given reaction. (1) Reactant: Br[C:2]1[C:3]([CH2:24][CH3:25])=[C:4]([C:8]2[N:12]=[C:11]([C:13]3[CH:14]=[C:15]([Cl:23])[C:16]([O:19][CH:20]([CH3:22])[CH3:21])=[N:17][CH:18]=3)[O:10][N:9]=2)[CH:5]=[CH:6][CH:7]=1.CC1C=CC=CC=1P(C1C=CC=CC=1C)C1C=CC=CC=1C.Br[Zn][CH2:50][CH2:51][CH2:52][C:53]([O:55][CH2:56][CH3:57])=[O:54]. Product: [Cl:23][C:15]1[CH:14]=[C:13]([C:11]2[O:10][N:9]=[C:8]([C:4]3[C:3]([CH2:24][CH3:25])=[C:2]([CH2:50][CH2:51][CH2:52][C:53]([O:55][CH2:56][CH3:57])=[O:54])[CH:7]=[CH:6][CH:5]=3)[N:12]=2)[CH:18]=[N:17][C:16]=1[O:19][CH:20]([CH3:22])[CH3:21]. The catalyst class is: 443. (2) Reactant: [Br:1][C:2]1[C:3]([CH3:25])=[N:4][S:5][C:6]=1[N:7](C(OCC(Cl)(Cl)Cl)=O)[C@H:8]([C:13]([O:15][CH3:16])=[O:14])[CH2:9][CH:10]([CH3:12])[CH3:11]. Product: [Br:1][C:2]1[C:3]([CH3:25])=[N:4][S:5][C:6]=1[NH:7][C@H:8]([C:13]([O:15][CH3:16])=[O:14])[CH2:9][CH:10]([CH3:12])[CH3:11]. The catalyst class is: 565.